This data is from Experimentally validated miRNA-target interactions with 360,000+ pairs, plus equal number of negative samples. The task is: Binary Classification. Given a miRNA mature sequence and a target amino acid sequence, predict their likelihood of interaction. (1) The miRNA is hsa-miR-500a-3p with sequence AUGCACCUGGGCAAGGAUUCUG. Result: 1 (interaction). The protein sequence of the target gene is MAYQSLRLEYLQIPPVSRAYTTACVLTTAAVQLELITPFQLYFNPELIFKHFQIWRLITNFLFFGPVGFNFLFNMIFLYRYCRMLEEGSFRGRTADFVFMFLFGGFLMTLFGLFVSLVFLGQAFTIMLVYVWSRRNPYVRMNFFGLLNFQAPFLPWVLMGFSLLLGNSIIVDLLGIAVGHIYFFLEDVFPNQPGGIRILKTPSILKAIFDTPDEDPNYNPLPEERPGGFAWGEGQRLGG. (2) The miRNA is hsa-miR-675-3p with sequence CUGUAUGCCCUCACCGCUCA. The protein sequence of the target gene is MTMAAAAVVARGAGARAATAAALRGGCGTAARGRPCAGPARPLCTAPGTAPDMKRYLWERYREAKRSTEELVPSIMSNLLNPDAIFSNNEMSLSDIEIYGFDYDYTLVFYSKHLHTLIFNAARDLLINEHRYPAEIRKYEYDPNFAIRGLHYDVQRAVLMKIDAFHYIQLGTVYRGLSVVPDEEVIEMYEGSHVPLEQMSDFYGKSSHGNTMKQFMDIFSLPEMTLLSCVNEYFLKNNIDYEPVHLYKDVKDSIRDVHIKGIMYRAIEADIEKYICYAEQTRAVLAKLADHGKKMFLITN.... Result: 0 (no interaction).